This data is from Kir2.1 potassium channel HTS with 301,493 compounds. The task is: Binary Classification. Given a drug SMILES string, predict its activity (active/inactive) in a high-throughput screening assay against a specified biological target. (1) The compound is Fc1ccc(C(=O)Nc2ccc(cc2)C(=O)N\N=C\c2cc3OCOc3cc2)cc1. The result is 0 (inactive). (2) The drug is Clc1ccc(c2c3n(nc2)c(NCCCn2ccnc2)cc(n3)C(C)(C)C)cc1. The result is 0 (inactive). (3) The compound is S(=O)(=O)(N(c1c(C(=O)N2CCN(CC2)C(OCC)=O)cccc1)Cc1ccccc1)c1ccc(OC)cc1. The result is 0 (inactive). (4) The molecule is Clc1ccc(CCNC(=O)NC(CC(C)C)C(O)=O)cc1. The result is 0 (inactive). (5) The drug is S(=O)(=O)(N1CCC(CC1)C(OC)=O)c1ccc(OC)cc1. The result is 0 (inactive). (6) The compound is S(C1CC(=O)N(C1=O)c1c([N+]([O-])=O)cc(cc1)C)c1c(cccc1)C(O)=O. The result is 0 (inactive).